From a dataset of NCI-60 drug combinations with 297,098 pairs across 59 cell lines. Regression. Given two drug SMILES strings and cell line genomic features, predict the synergy score measuring deviation from expected non-interaction effect. (1) Drug 1: CNC(=O)C1=CC=CC=C1SC2=CC3=C(C=C2)C(=NN3)C=CC4=CC=CC=N4. Drug 2: C#CCC(CC1=CN=C2C(=N1)C(=NC(=N2)N)N)C3=CC=C(C=C3)C(=O)NC(CCC(=O)O)C(=O)O. Cell line: PC-3. Synergy scores: CSS=29.9, Synergy_ZIP=-0.898, Synergy_Bliss=-4.91, Synergy_Loewe=-81.7, Synergy_HSA=-6.70. (2) Drug 1: C1CCN(CC1)CCOC2=CC=C(C=C2)C(=O)C3=C(SC4=C3C=CC(=C4)O)C5=CC=C(C=C5)O. Drug 2: C1CNP(=O)(OC1)N(CCCl)CCCl. Cell line: SK-MEL-28. Synergy scores: CSS=-6.93, Synergy_ZIP=6.16, Synergy_Bliss=7.47, Synergy_Loewe=-3.30, Synergy_HSA=-2.01. (3) Drug 1: CC1=C2C(C(=O)C3(C(CC4C(C3C(C(C2(C)C)(CC1OC(=O)C(C(C5=CC=CC=C5)NC(=O)OC(C)(C)C)O)O)OC(=O)C6=CC=CC=C6)(CO4)OC(=O)C)OC)C)OC. Drug 2: CS(=O)(=O)C1=CC(=C(C=C1)C(=O)NC2=CC(=C(C=C2)Cl)C3=CC=CC=N3)Cl. Cell line: HS 578T. Synergy scores: CSS=45.1, Synergy_ZIP=5.15, Synergy_Bliss=4.33, Synergy_Loewe=-32.1, Synergy_HSA=1.23. (4) Drug 1: CC1C(C(CC(O1)OC2CC(CC3=C2C(=C4C(=C3O)C(=O)C5=C(C4=O)C(=CC=C5)OC)O)(C(=O)C)O)N)O.Cl. Drug 2: B(C(CC(C)C)NC(=O)C(CC1=CC=CC=C1)NC(=O)C2=NC=CN=C2)(O)O. Cell line: SK-MEL-28. Synergy scores: CSS=12.7, Synergy_ZIP=-1.99, Synergy_Bliss=1.72, Synergy_Loewe=-1.80, Synergy_HSA=-1.49. (5) Drug 1: CC(C1=C(C=CC(=C1Cl)F)Cl)OC2=C(N=CC(=C2)C3=CN(N=C3)C4CCNCC4)N. Drug 2: CCC1=CC2CC(C3=C(CN(C2)C1)C4=CC=CC=C4N3)(C5=C(C=C6C(=C5)C78CCN9C7C(C=CC9)(C(C(C8N6C)(C(=O)OC)O)OC(=O)C)CC)OC)C(=O)OC.C(C(C(=O)O)O)(C(=O)O)O. Cell line: OVCAR-4. Synergy scores: CSS=11.0, Synergy_ZIP=-4.02, Synergy_Bliss=-6.45, Synergy_Loewe=-18.9, Synergy_HSA=-6.97. (6) Drug 1: C1CCC(C1)C(CC#N)N2C=C(C=N2)C3=C4C=CNC4=NC=N3. Drug 2: CC12CCC3C(C1CCC2=O)CC(=C)C4=CC(=O)C=CC34C. Cell line: MALME-3M. Synergy scores: CSS=25.4, Synergy_ZIP=-1.02, Synergy_Bliss=-4.62, Synergy_Loewe=-16.6, Synergy_HSA=-5.60.